This data is from Full USPTO retrosynthesis dataset with 1.9M reactions from patents (1976-2016). The task is: Predict the reactants needed to synthesize the given product. (1) Given the product [Cl:1][C:2]1[CH:3]=[C:4]([C:9]23[CH2:11][CH:10]2[C:12](=[O:14])[O:17][C:15]3=[O:16])[CH:5]=[CH:6][C:7]=1[Cl:8], predict the reactants needed to synthesize it. The reactants are: [Cl:1][C:2]1[CH:3]=[C:4]([C:9]2([C:15]([OH:17])=[O:16])[CH2:11][CH:10]2[C:12]([OH:14])=O)[CH:5]=[CH:6][C:7]=1[Cl:8]. (2) Given the product [C:29]([C:26]([C:22]1[CH:21]=[C:20]([C:19]([NH:18][C:14]2[CH:13]=[C:12]([N:11]([CH3:32])[C:6]3[N:7]=[CH:8][C:9]4[N:10]=[C:2]([NH:1][C:40]([C:36]5[CH:35]=[N:34][CH:39]=[CH:38][CH:37]=5)=[O:41])[S:3][C:4]=4[N:5]=3)[CH:17]=[CH:16][CH:15]=2)=[O:31])[CH:25]=[CH:24][CH:23]=1)([CH3:27])[CH3:28])#[N:30], predict the reactants needed to synthesize it. The reactants are: [NH2:1][C:2]1[S:3][C:4]2[N:5]=[C:6]([N:11]([CH3:32])[C:12]3[CH:13]=[C:14]([NH:18][C:19](=[O:31])[C:20]4[CH:25]=[CH:24][CH:23]=[C:22]([C:26]([C:29]#[N:30])([CH3:28])[CH3:27])[CH:21]=4)[CH:15]=[CH:16][CH:17]=3)[N:7]=[CH:8][C:9]=2[N:10]=1.Cl.[N:34]1[CH:39]=[CH:38][CH:37]=[C:36]([C:40](Cl)=[O:41])[CH:35]=1.C(=O)([O-])O.[Na+].